Task: Predict the reactants needed to synthesize the given product.. Dataset: Full USPTO retrosynthesis dataset with 1.9M reactions from patents (1976-2016) (1) The reactants are: [Br:1][C:2]1[CH:9]=[N:8][CH:7]=[CH:6][C:3]=1[CH:4]=[O:5].[BH4-].[Na+]. Given the product [Br:1][C:2]1[CH:9]=[N:8][CH:7]=[CH:6][C:3]=1[CH2:4][OH:5], predict the reactants needed to synthesize it. (2) The reactants are: Cl.[CH:2]1([C:8]2[CH:15]=[CH:14][C:11]([CH2:12]Cl)=[CH:10][C:9]=2[N:16]([CH3:18])[CH3:17])[CH2:7][CH2:6][CH2:5][CH2:4][CH2:3]1.C(=O)([O-])[O-].[K+].[K+].[C:25]([O:29][C:30]([N:32]1[C:40]2[C:35](=[C:36]([CH3:42])[C:37]([OH:41])=[CH:38][CH:39]=2)[CH2:34][CH2:33]1)=[O:31])([CH3:28])([CH3:27])[CH3:26]. Given the product [C:25]([O:29][C:30]([N:32]1[C:40]2[C:35](=[C:36]([CH3:42])[C:37]([O:41][CH2:12][C:11]3[CH:14]=[CH:15][C:8]([CH:2]4[CH2:7][CH2:6][CH2:5][CH2:4][CH2:3]4)=[C:9]([N:16]([CH3:18])[CH3:17])[CH:10]=3)=[CH:38][CH:39]=2)[CH2:34][CH2:33]1)=[O:31])([CH3:28])([CH3:27])[CH3:26], predict the reactants needed to synthesize it.